Dataset: Catalyst prediction with 721,799 reactions and 888 catalyst types from USPTO. Task: Predict which catalyst facilitates the given reaction. (1) Reactant: [N+:1]([C:4]1[C:11]([NH:12][C:13]2[CH:14]=[CH:15][C:16]3[C:20]4[CH:21]=[CH:22][CH:23]=[CH:24][C:19]=4[O:18][C:17]=3[CH:25]=2)=[CH:10][CH:9]=[CH:8][C:5]=1[C:6]#[N:7])([O-])=O.S(S([O-])=O)([O-])=O.[Na+].[Na+]. Product: [NH2:1][C:4]1[C:11]([NH:12][C:13]2[CH:14]=[CH:15][C:16]3[C:20]4[CH:21]=[CH:22][CH:23]=[CH:24][C:19]=4[O:18][C:17]=3[CH:25]=2)=[CH:10][CH:9]=[CH:8][C:5]=1[C:6]#[N:7]. The catalyst class is: 40. (2) The catalyst class is: 15. Product: [Br:1][C:20]1[S:19][C:18]([C:21]([O:23][CH2:24][CH3:25])=[O:22])=[N:17][C:16]=1[C:12]1[CH:13]=[CH:14][CH:15]=[C:10]([C:8]#[N:9])[CH:11]=1. Reactant: [Br:1]Br.C([O-])(=O)C.[K+].[C:8]([C:10]1[CH:11]=[C:12]([C:16]2[N:17]=[C:18]([C:21]([O:23][CH2:24][CH3:25])=[O:22])[S:19][CH:20]=2)[CH:13]=[CH:14][CH:15]=1)#[N:9].S([O-])([O-])(=O)=S.[Na+].[Na+]. (3) Reactant: [Cl:1][C:2]1[S:6][C:5]([S:7]([N:10]2[CH:15]3[CH2:16][CH2:17][CH2:18][CH:11]2[CH2:12][C:13](=[O:19])[CH2:14]3)(=[O:9])=[O:8])=[CH:4][CH:3]=1.[CH:20](OCC)=[O:21].[O-]CC.[Na+]. Product: [Cl:1][C:2]1[S:6][C:5]([S:7]([N:10]2[CH:11]3[CH2:18][CH2:17][CH2:16][CH:15]2[C:14](=[CH:20][OH:21])[C:13](=[O:19])[CH2:12]3)(=[O:8])=[O:9])=[CH:4][CH:3]=1. The catalyst class is: 219. (4) Reactant: [N+:1]([C:4]1[CH:5]=[N:6][C:7]2[C:12]([C:13]=1[NH:14][CH2:15][CH2:16][C:17]([O:19][CH2:20][CH3:21])=[O:18])=[CH:11][CH:10]=[CH:9][CH:8]=2)([O-])=O. The catalyst class is: 553. Product: [NH2:1][C:4]1[CH:5]=[N:6][C:7]2[C:12]([C:13]=1[NH:14][CH2:15][CH2:16][C:17]([O:19][CH2:20][CH3:21])=[O:18])=[CH:11][CH:10]=[CH:9][CH:8]=2. (5) Reactant: [CH2:1]([O:3][C:4]([C:6]1[CH:10]=[C:9]([NH2:11])[N:8]([C:12]2[CH:17]=[CH:16][CH:15]=[CH:14][CH:13]=2)[N:7]=1)=[O:5])[CH3:2].Br[CH2:19][C:20](=[O:25])[C:21]([CH3:24])([CH3:23])[CH3:22].C([O-])([O-])=O.[Cs+].[Cs+]. Product: [CH2:1]([O:3][C:4]([C:6]1[CH:10]=[C:9]([NH:11][CH2:19][C:20](=[O:25])[C:21]([CH3:24])([CH3:23])[CH3:22])[N:8]([C:12]2[CH:17]=[CH:16][CH:15]=[CH:14][CH:13]=2)[N:7]=1)=[O:5])[CH3:2]. The catalyst class is: 3. (6) Reactant: [NH2:1][C:2]1[CH:7]=[CH:6][C:5]([C:8]([F:11])([F:10])[F:9])=[CH:4][N:3]=1.[CH:12]1([N+:18]#[C-:19])[CH2:17][CH2:16][CH2:15][CH2:14][CH2:13]1.[CH:20](=O)[C:21]1[O:25][CH:24]=[CH:23][CH:22]=1.[C:27](Cl)(=[O:29])[CH3:28]. Product: [CH:12]1([N:18]([C:19]2[N:3]3[CH:4]=[C:5]([C:8]([F:9])([F:11])[F:10])[CH:6]=[CH:7][C:2]3=[N:1][C:20]=2[C:21]2[O:25][CH:24]=[CH:23][CH:22]=2)[C:27](=[O:29])[CH3:28])[CH2:17][CH2:16][CH2:15][CH2:14][CH2:13]1. The catalyst class is: 519. (7) Reactant: [CH:1]1([C:4]([NH:6][NH:7][C:8](=[O:16])[C:9]2[CH:14]=[CH:13][CH:12]=[C:11]([I:15])[CH:10]=2)=O)[CH2:3][CH2:2]1.C1(P(C2C=CC=CC=2)C2C=CC=CC=2)C=CC=CC=1.C(Cl)(Cl)(Cl)Cl.C(N(CC)CC)C. Product: [CH:1]1([C:4]2[O:16][C:8]([C:9]3[CH:14]=[CH:13][CH:12]=[C:11]([I:15])[CH:10]=3)=[N:7][N:6]=2)[CH2:2][CH2:3]1. The catalyst class is: 10. (8) Reactant: [Cl:1][C:2]1[CH:10]=[C:9]([CH2:11][C:12]([O:14][CH3:15])=[O:13])[C:8]2[C:4](=[CH:5][N:6]([CH2:16][O:17][CH2:18][CH2:19][Si:20]([CH3:23])([CH3:22])[CH3:21])[N:7]=2)[CH:3]=1.C(NC1C=CC(S([N:37]=[N+:38]=[N-])(=O)=O)=CC=1)(=O)C.N12CCCN=C1CCCCC2. Product: [Cl:1][C:2]1[CH:10]=[C:9]([C:11](=[N+:37]=[N-:38])[C:12]([O:14][CH3:15])=[O:13])[C:8]2[C:4](=[CH:5][N:6]([CH2:16][O:17][CH2:18][CH2:19][Si:20]([CH3:21])([CH3:23])[CH3:22])[N:7]=2)[CH:3]=1. The catalyst class is: 10.